From a dataset of Full USPTO retrosynthesis dataset with 1.9M reactions from patents (1976-2016). Predict the reactants needed to synthesize the given product. (1) Given the product [CH:18]1([C:7]2[C:8]3[CH:9]=[CH:10][C:11]([C:14]([O:16][CH3:17])=[O:31])=[CH:12][C:13]=3[N:5]3[CH2:4][CH2:3][CH2:2][N:25]4[CH:26]=[CH:27][CH:28]=[C:24]4[C:6]=23)[CH2:23][CH2:22][CH2:21][CH2:20][CH2:19]1, predict the reactants needed to synthesize it. The reactants are: Cl[CH2:2][CH2:3][CH2:4][N:5]1[C:13]2[C:8](=[CH:9][CH:10]=[C:11]([C:14]([O:16][CH3:17])=O)[CH:12]=2)[C:7]([CH:18]2[CH2:23][CH2:22][CH2:21][CH2:20][CH2:19]2)=[C:6]1[C:24]1[NH:25][CH:26]=[CH:27][CH:28]=1.[H-].[Na+].[OH2:31]. (2) Given the product [N:39]([CH:10]([CH:9]([C:13]1[CH:18]=[CH:17][CH:16]=[C:15]([F:19])[CH:14]=1)[CH2:8][C:5]1[CH:6]=[CH:7][C:2]([Cl:1])=[CH:3][CH:4]=1)[CH3:11])=[N+:49]=[N-:50], predict the reactants needed to synthesize it. The reactants are: [Cl:1][C:2]1[CH:7]=[CH:6][C:5]([CH2:8][CH:9]([C:13]2[CH:18]=[CH:17][CH:16]=[C:15]([F:19])[CH:14]=2)[CH:10](O)[CH3:11])=[CH:4][CH:3]=1.C1(P(C2C=CC=CC=2)C2C=CC=CC=2)C=CC=CC=1.[NH:39]1C=CN=C1.CCOC(/[N:49]=[N:50]/C(OCC)=O)=O. (3) Given the product [Cl:1][C:2]1[C:3]2[N:10]([CH2:18][CH:19]([O:23][CH2:24][CH3:25])[O:20][CH2:21][CH3:22])[CH:9]=[CH:8][C:4]=2[N:5]=[CH:6][N:7]=1, predict the reactants needed to synthesize it. The reactants are: [Cl:1][C:2]1[C:3]2[NH:10][CH:9]=[CH:8][C:4]=2[N:5]=[CH:6][N:7]=1.C(=O)([O-])[O-].[Cs+].[Cs+].Br[CH2:18][CH:19]([O:23][CH2:24][CH3:25])[O:20][CH2:21][CH3:22]. (4) Given the product [CH:1]([NH:4][C:11]([C:13]1[S:17][C:16](/[CH:18]=[CH:19]/[C:20]2[C:21]([CH2:26][CH2:27][CH2:28][CH3:29])=[N:22][O:23][C:24]=2[CH3:25])=[N:15][C:14]=1[CH3:30])=[O:10])([CH3:3])[CH3:2], predict the reactants needed to synthesize it. The reactants are: [CH:1]([NH2:4])([CH3:3])[CH3:2].C[Al](C)C.C[O:10][C:11]([C:13]1[S:17][C:16](/[CH:18]=[CH:19]/[C:20]2[C:21]([CH2:26][CH2:27][CH2:28][CH3:29])=[N:22][O:23][C:24]=2[CH3:25])=[N:15][C:14]=1[CH3:30])=O. (5) Given the product [CH:33]([N:32]1[C:26]2[CH:25]=[C:24]([NH:23][C:21]3[CH:20]=[CH:19][N:18]=[C:17]([C:5]4[CH:4]=[N:3][N:2]([CH3:1])[CH:6]=4)[N:22]=3)[N:29]=[CH:28][C:27]=2[N:30]=[C:31]1[CH3:36])([CH3:35])[CH3:34], predict the reactants needed to synthesize it. The reactants are: [CH3:1][N:2]1[CH:6]=[C:5](B2OC(C)(C)C(C)(C)O2)[CH:4]=[N:3]1.Cl[C:17]1[N:22]=[C:21]([NH:23][C:24]2[N:29]=[CH:28][C:27]3[N:30]=[C:31]([CH3:36])[N:32]([CH:33]([CH3:35])[CH3:34])[C:26]=3[CH:25]=2)[CH:20]=[CH:19][N:18]=1.C([O-])(=O)C.[K+]. (6) Given the product [Cl:1][S:2]([C:14]1[CH:15]=[CH:16][C:11]([NH:10][C:8](=[O:9])[C:7]([F:25])([F:24])[F:6])=[CH:12][C:13]=1[CH2:17][CH2:18][C:19]([O:21][CH2:22][CH3:23])=[O:20])(=[O:5])=[O:3], predict the reactants needed to synthesize it. The reactants are: [Cl:1][S:2]([OH:5])(=O)=[O:3].[F:6][C:7]([F:25])([F:24])[C:8]([NH:10][C:11]1[CH:12]=[C:13]([CH2:17][CH2:18][C:19]([O:21][CH2:22][CH3:23])=[O:20])[CH:14]=[CH:15][CH:16]=1)=[O:9]. (7) Given the product [CH3:2][S:3]([CH:6]1[CH2:11][CH2:10][N:9]([C:19]2[CH:27]=[CH:26][CH:25]=[C:24]3[C:20]=2[CH:21]=[CH:22][N:23]3[C:28]2[CH:33]=[CH:32][N:31]=[C:30]([S:34][CH3:35])[N:29]=2)[CH2:8][CH2:7]1)(=[O:5])=[O:4], predict the reactants needed to synthesize it. The reactants are: Cl.[CH3:2][S:3]([CH:6]1[CH2:11][CH2:10][NH:9][CH2:8][CH2:7]1)(=[O:5])=[O:4].CC(C)([O-])C.[Na+].Br[C:19]1[CH:27]=[CH:26][CH:25]=[C:24]2[C:20]=1[CH:21]=[CH:22][N:23]2[C:28]1[CH:33]=[CH:32][N:31]=[C:30]([S:34][CH3:35])[N:29]=1.